Dataset: Reaction yield outcomes from USPTO patents with 853,638 reactions. Task: Predict the reaction yield, written as a fraction of the theoretical maximum amount of product (1.0 means a 100% yield; for example, 0.34 means a 34% yield). (1) The reactants are [Br:1][C:2]1[CH:6]=[CH:5][S:4][C:3]=1[C:7]([OH:9])=O.C1(C)C=CC=CC=1.S(Cl)(Cl)=O.O1CCCC1.[NH3:26].O. No catalyst specified. The product is [Br:1][C:2]1[CH:6]=[CH:5][S:4][C:3]=1[C:7]([NH2:26])=[O:9]. The yield is 0.525. (2) The reactants are [C:1]1([CH:7]([C:18]2[CH:23]=[CH:22][CH:21]=[CH:20][CH:19]=2)[C:8]2[NH:9][C:10]3[CH:16]=[C:15]([NH2:17])[CH:14]=[CH:13][C:11]=3[N:12]=2)[CH:6]=[CH:5][CH:4]=[CH:3][CH:2]=1.[Br:24]Br. No catalyst specified. The product is [C:18]1([CH:7]([C:1]2[CH:6]=[CH:5][CH:4]=[CH:3][CH:2]=2)[C:8]2[NH:9][C:10]3[C:16]([Br:24])=[C:15]([NH2:17])[CH:14]=[CH:13][C:11]=3[N:12]=2)[CH:23]=[CH:22][CH:21]=[CH:20][CH:19]=1. The yield is 0.860. (3) The reactants are [CH2:1]([C:3]1[CH:8]=[CH:7][C:6]([C:9]2[N:13]([CH3:14])[N:12]=[C:11]([C:15](=[N:17][NH:18][C:19]([C:21]3[CH:30]=[CH:29][C:24]([C:25]([O:27]C)=[O:26])=[CH:23][CH:22]=3)=[O:20])[CH3:16])[C:10]=2[OH:31])=[CH:5][CH:4]=1)[CH3:2].CO.[OH-].[Na+].Cl. The catalyst is O. The product is [CH2:1]([C:3]1[CH:8]=[CH:7][C:6]([C:9]2[N:13]([CH3:14])[N:12]=[C:11]([C:15](=[N:17][NH:18][C:19]([C:21]3[CH:22]=[CH:23][C:24]([C:25]([OH:27])=[O:26])=[CH:29][CH:30]=3)=[O:20])[CH3:16])[C:10]=2[OH:31])=[CH:5][CH:4]=1)[CH3:2]. The yield is 0.420.